This data is from Catalyst prediction with 721,799 reactions and 888 catalyst types from USPTO. The task is: Predict which catalyst facilitates the given reaction. Reactant: [F:1][C:2]1[CH:7]=[CH:6][C:5]([N:8]([CH3:21])[C:9]2[N:14]=[C:13]([S:15][C:16]#[N:17])[C:12]([N+:18]([O-])=O)=[CH:11][N:10]=2)=[CH:4][C:3]=1[NH:22][C:23](=[O:29])[O:24][C:25]([CH3:28])([CH3:27])[CH3:26]. Product: [NH2:17][C:16]1[S:15][C:13]2[N:14]=[C:9]([N:8]([CH3:21])[C:5]3[CH:6]=[CH:7][C:2]([F:1])=[C:3]([NH:22][C:23](=[O:29])[O:24][C:25]([CH3:28])([CH3:27])[CH3:26])[CH:4]=3)[N:10]=[CH:11][C:12]=2[N:18]=1. The catalyst class is: 15.